Predict the reaction yield, written as a fraction of the theoretical maximum amount of product (1.0 means a 100% yield; for example, 0.34 means a 34% yield). From a dataset of Reaction yield outcomes from USPTO patents with 853,638 reactions. (1) The reactants are [F:1][C:2]([F:9])([F:8])[CH2:3][O:4][CH2:5][CH2:6][OH:7].C(N(CC)CC)C.[C:17]1([CH3:27])[CH:22]=[CH:21][C:20]([S:23](Cl)(=[O:25])=[O:24])=[CH:19][CH:18]=1.O. The catalyst is ClCCl. The product is [C:17]1([CH3:27])[CH:22]=[CH:21][C:20]([S:23]([O:7][CH2:6][CH2:5][O:4][CH2:3][C:2]([F:9])([F:8])[F:1])(=[O:25])=[O:24])=[CH:19][CH:18]=1. The yield is 0.630. (2) The reactants are Br[C:2]1[CH:7]=[CH:6][C:5]([C:8]2([C:14]([O:16][CH3:17])=[O:15])[CH2:11][C:10]([F:13])([F:12])[CH2:9]2)=[CH:4][CH:3]=1.N#N.C1(P(C2CCCCC2)C2C=CC=CC=2C2C(OC)=CC=CC=2OC)CCCCC1.[CH3:49][N:50](C=O)C. The catalyst is O.[C-]#N.[C-]#N.[Zn+2].C1C=CC(/C=C/C(/C=C/C2C=CC=CC=2)=O)=CC=1.C1C=CC(/C=C/C(/C=C/C2C=CC=CC=2)=O)=CC=1.C1C=CC(/C=C/C(/C=C/C2C=CC=CC=2)=O)=CC=1.[Pd].[Pd]. The product is [C:49]([C:2]1[CH:7]=[CH:6][C:5]([C:8]2([C:14]([O:16][CH3:17])=[O:15])[CH2:11][C:10]([F:13])([F:12])[CH2:9]2)=[CH:4][CH:3]=1)#[N:50]. The yield is 0.850.